This data is from Full USPTO retrosynthesis dataset with 1.9M reactions from patents (1976-2016). The task is: Predict the reactants needed to synthesize the given product. (1) Given the product [CH2:1]([CH:3]([CH2:27][CH3:28])[CH:4]([NH:17][C:18]1[CH:19]=[CH:20][C:21]([C:64]([N:63]([CH3:66])[CH2:62][CH2:32][C:33]([O:35][CH2:36][CH3:37])=[O:34])=[O:65])=[CH:25][CH:26]=1)[C:5]1[O:6][C:7]2[CH:14]=[CH:13][C:12]([O:15][CH3:16])=[CH:11][C:8]=2[C:9]=1[CH3:10])[CH3:2], predict the reactants needed to synthesize it. The reactants are: [CH2:1]([CH:3]([CH2:27][CH3:28])[CH:4]([NH:17][C:18]1[CH:26]=[CH:25][C:21](C(O)=O)=[CH:20][CH:19]=1)[C:5]1[O:6][C:7]2[CH:14]=[CH:13][C:12]([O:15][CH3:16])=[CH:11][C:8]=2[C:9]=1[CH3:10])[CH3:2].CNC[CH2:32][C:33]([O:35][CH2:36][CH3:37])=[O:34].O.ON1C2C=CC=CC=2N=N1.Cl.C(N=C=NCCCN(C)C)C.Cl.[CH3:62][N:63]([CH3:66])[CH:64]=[O:65]. (2) Given the product [C:12](=[O:14])([O:11][C@H:10]1[C@H:5]([OH:4])[C@@H:6]([CH2:61][OH:62])[O:7][C@H:8]([O:19][C@H:20]2[C@@H:25]([OH:26])[C@H:24]([OH:30])[C@H:23]([CH2:34][OH:35])[O:22][C@H:21]2[O:39][CH2:40][CH2:41][O:42][CH2:43][CH2:44][NH:45][C:46](=[O:60])[CH2:47][CH2:48][CH2:49][CH2:50][C@H:51]2[C@@H:58]3[C@@H:54]([NH:55][C:56](=[O:59])[NH:57]3)[CH2:53][S:52]2)[C@H:9]1[OH:15])[NH2:13], predict the reactants needed to synthesize it. The reactants are: C([O:4][C@H:5]1[C@H:10]([O:11][C:12](=[O:14])[NH2:13])[C@H:9]([O:15]C(=O)C)[C@@H:8]([O:19][C@H:20]2[C@@H:25]([O:26]C(=O)C)[C@H:24]([O:30]C(=O)C)[C@H:23]([CH2:34][O:35]C(=O)C)[O:22][C@H:21]2[O:39][CH2:40][CH2:41][O:42][CH2:43][CH2:44][NH:45][C:46](=[O:60])[CH2:47][CH2:48][CH2:49][CH2:50][C@H:51]2[C@@H:58]3[C@@H:54]([NH:55][C:56](=[O:59])[NH:57]3)[CH2:53][S:52]2)[O:7][C@@H:6]1[CH2:61][O:62]C(=O)C)(=O)C.C([O-])([O-])=O.[K+].[K+].